This data is from Forward reaction prediction with 1.9M reactions from USPTO patents (1976-2016). The task is: Predict the product of the given reaction. (1) The product is: [F:16][C:12]1[CH:11]=[C:10]([C:8]2[S:7][N:6]=[C:5]([O:21][CH2:17][C:18]#[C:19][CH3:20])[N:9]=2)[CH:15]=[CH:14][CH:13]=1. Given the reactants CS([C:5]1[N:9]=[C:8]([C:10]2[CH:15]=[CH:14][CH:13]=[C:12]([F:16])[CH:11]=2)[S:7][N:6]=1)(=O)=O.[CH2:17]([OH:21])[C:18]#[C:19][CH3:20].[H-].[Na+].[Cl-].[Na+], predict the reaction product. (2) Given the reactants [C:1]([C:4]1[CH:5]=[CH:6][C:7]([NH:14][S:15]([CH3:18])(=[O:17])=[O:16])=[C:8]([CH:13]=1)[C:9]([O:11][CH3:12])=[O:10])(=O)[CH3:2].[CH3:19][C:20]([S@:23]([NH2:25])=[O:24])([CH3:22])[CH3:21].[BH4-].[Na+].[CH2:28]1COCC1, predict the reaction product. The product is: [C:20]([S@:23]([NH:25][C@@H:1]([C:4]1[CH:5]=[CH:6][C:7]([NH:14][S:15]([CH3:18])(=[O:17])=[O:16])=[C:8]([CH:13]=1)[C:9]([O:11][CH2:12][CH3:28])=[O:10])[CH3:2])=[O:24])([CH3:22])([CH3:21])[CH3:19]. (3) Given the reactants [CH2:1]([O:3][C:4](=[O:18])[C@@H:5]([NH:7][C:8]1[CH:17]=[CH:16][CH:15]=[C:14]2[C:9]=1[CH2:10][CH2:11][NH:12][CH2:13]2)[CH3:6])[CH3:2].C([O-])([O-])=O.[K+].[K+].Br[CH2:26][CH:27]1[CH2:29][CH2:28]1.O, predict the reaction product. The product is: [CH2:1]([O:3][C:4](=[O:18])[C@@H:5]([NH:7][C:8]1[CH:17]=[CH:16][CH:15]=[C:14]2[C:9]=1[CH2:10][CH2:11][N:12]([CH2:26][CH:27]1[CH2:29][CH2:28]1)[CH2:13]2)[CH3:6])[CH3:2]. (4) Given the reactants [C:1]([CH:3]1[CH2:6][N:5]([C:7]([O:9][CH2:10][C:11]2[CH:12]=[N:13][CH:14]=[CH:15][CH:16]=2)=[O:8])[CH2:4]1)#[CH:2].I[C:18]1[CH:19]=[N:20][N:21]2[CH:26]=[C:25]([C:27]3[CH:28]=[N:29][N:30]([CH3:32])[CH:31]=3)[CH:24]=[C:23]([O:33][CH3:34])[C:22]=12.O1C=CC=C1P(C1OC=CC=1)C1OC=CC=1.C(NC(C)C)(C)C, predict the reaction product. The product is: [CH3:34][O:33][C:23]1[C:22]2[N:21]([N:20]=[CH:19][C:18]=2[C:2]#[C:1][CH:3]2[CH2:4][N:5]([C:7]([O:9][CH2:10][C:11]3[CH:12]=[N:13][CH:14]=[CH:15][CH:16]=3)=[O:8])[CH2:6]2)[CH:26]=[C:25]([C:27]2[CH:28]=[N:29][N:30]([CH3:32])[CH:31]=2)[CH:24]=1. (5) Given the reactants [CH3:1][N:2]1[C:6]2[CH:7]=[CH:8][CH:9]=[CH:10][C:5]=2[N:4]=[C:3]1[C:11]1[CH:12]=[C:13]([N:17]2[CH2:22][CH2:21][C:20](=O)[CH2:19][CH2:18]2)[CH:14]=[CH:15][CH:16]=1.Cl.[F:25][CH:26]1[CH2:31][CH2:30][NH:29][CH2:28][CH2:27]1, predict the reaction product. The product is: [F:25][CH:26]1[CH2:31][CH2:30][N:29]([CH:20]2[CH2:21][CH2:22][N:17]([C:13]3[CH:14]=[CH:15][CH:16]=[C:11]([C:3]4[N:2]([CH3:1])[C:6]5[CH:7]=[CH:8][CH:9]=[CH:10][C:5]=5[N:4]=4)[CH:12]=3)[CH2:18][CH2:19]2)[CH2:28][CH2:27]1. (6) Given the reactants [C:1]1([S:7](Cl)(=[O:9])=[O:8])[CH:6]=[CH:5][CH:4]=[CH:3][CH:2]=1.[NH2:11][C:12]1[CH:17]=[CH:16][CH:15]=[C:14]([O:18][CH2:19][CH2:20][C:21]2[CH:26]=[CH:25][C:24]([C:27]#[N:28])=[CH:23][CH:22]=2)[C:13]=1[CH3:29], predict the reaction product. The product is: [C:27]([C:24]1[CH:25]=[CH:26][C:21]([CH2:20][CH2:19][O:18][C:14]2[C:13]([CH3:29])=[C:12]([NH:11][S:7]([C:1]3[CH:6]=[CH:5][CH:4]=[CH:3][CH:2]=3)(=[O:9])=[O:8])[CH:17]=[CH:16][CH:15]=2)=[CH:22][CH:23]=1)#[N:28].